From a dataset of Full USPTO retrosynthesis dataset with 1.9M reactions from patents (1976-2016). Predict the reactants needed to synthesize the given product. (1) Given the product [CH2:1]([N:8]([C:22]1[C:27]([Cl:28])=[CH:26][C:25]([C:36]2[CH:35]=[CH:34][CH:33]=[C:32]([O:31][CH3:30])[CH:37]=2)=[CH:24][N:23]=1)[S:9]([C:12]1[CH:13]=[CH:14][C:15]([C:16]([OH:18])=[O:17])=[CH:20][CH:21]=1)(=[O:11])=[O:10])[C:2]1[CH:3]=[CH:4][CH:5]=[CH:6][CH:7]=1, predict the reactants needed to synthesize it. The reactants are: [CH2:1]([N:8]([C:22]1[C:27]([Cl:28])=[CH:26][C:25](Br)=[CH:24][N:23]=1)[S:9]([C:12]1[CH:21]=[CH:20][C:15]([C:16]([O:18]C)=[O:17])=[CH:14][CH:13]=1)(=[O:11])=[O:10])[C:2]1[CH:7]=[CH:6][CH:5]=[CH:4][CH:3]=1.[CH3:30][O:31][C:32]1[CH:33]=[C:34](B(O)O)[CH:35]=[CH:36][CH:37]=1. (2) Given the product [OH:23][CH2:22][C:14]1[CH:13]=[C:12]([CH:17]=[C:16]([C:18]([F:19])([F:20])[F:21])[CH:15]=1)[CH2:11][C:7]1[CH:8]=[C:9]2[C:4](=[CH:5][CH:6]=1)[CH2:3][C@H:2]([NH:1][S:25]([CH3:24])(=[O:27])=[O:26])[CH2:10]2, predict the reactants needed to synthesize it. The reactants are: [NH2:1][C@@H:2]1[CH2:10][C:9]2[C:4](=[CH:5][CH:6]=[C:7]([CH2:11][C:12]3[CH:13]=[C:14]([CH2:22][OH:23])[CH:15]=[C:16]([C:18]([F:21])([F:20])[F:19])[CH:17]=3)[CH:8]=2)[CH2:3]1.[CH3:24][S:25](OC1C(F)=C(F)C(F)=C(F)C=1F)(=[O:27])=[O:26].N1CCCN2CCCCCC=12. (3) Given the product [CH2:48]([O:47][C@@H:21]([C@@H:18]1[NH:17][C@@H:4]([CH3:5])[C:3](=[O:14])[O:2][CH2:1]1)[C@@H:22]([N:32]([CH2:33][C:34]1[CH:35]=[CH:36][CH:37]=[CH:38][CH:39]=1)[CH2:40][C:41]1[CH:46]=[CH:45][CH:44]=[CH:43][CH:42]=1)[CH2:23][C:24]1[CH:29]=[C:28]([F:30])[CH:27]=[C:26]([F:31])[CH:25]=1)[C:49]1[CH:54]=[CH:53][CH:52]=[CH:51][CH:50]=1, predict the reactants needed to synthesize it. The reactants are: [CH3:1][O:2][C:3](=[O:14])[C@H:4](OS(C(F)(F)F)(=O)=O)[CH3:5].Cl.Cl.[NH2:17][C@@H:18]([C@H:21]([O:47][CH2:48][C:49]1[CH:54]=[CH:53][CH:52]=[CH:51][CH:50]=1)[C@@H:22]([N:32]([CH2:40][C:41]1[CH:46]=[CH:45][CH:44]=[CH:43][CH:42]=1)[CH2:33][C:34]1[CH:39]=[CH:38][CH:37]=[CH:36][CH:35]=1)[CH2:23][C:24]1[CH:29]=[C:28]([F:30])[CH:27]=[C:26]([F:31])[CH:25]=1)CO.C(N(CC)CC)C. (4) Given the product [CH3:66][NH:65][CH2:64][CH2:63][CH2:62][C:44]1([CH2:42][CH2:43][CH3:1])[CH2:53][C:52]2[C:47](=[CH:48][CH:49]=[CH:50][CH:51]=2)[N:46]([C:54]2[CH:55]=[CH:56][C:57]([CH3:60])=[CH:58][CH:59]=2)[C:45]1=[O:61], predict the reactants needed to synthesize it. The reactants are: [CH2:1](C1CC2C(=CC=CC=2)N(C2C=CC(C)=CC=2)C1=O)CC.C(C1CC2C(=CC=CC=2)N(C2C=CC(C)=CC=2)C1=O)C.[CH2:42]([C:44]1([CH2:62][CH2:63][CH2:64][NH:65][CH3:66])[CH2:53][C:52]2[C:47](=[CH:48][CH:49]=[CH:50][CH:51]=2)[N:46]([C:54]2[CH:59]=[CH:58][C:57]([CH3:60])=[CH:56][CH:55]=2)[C:45]1=[O:61])[CH3:43]. (5) Given the product [F:14][C:2]([F:1])([F:13])[CH:3]([C:5]1[CH:10]=[CH:9][N:8]=[C:7]([C:11]#[N:12])[CH:6]=1)[O:4][CH2:24][CH:23]=[CH2:22], predict the reactants needed to synthesize it. The reactants are: [F:1][C:2]([F:14])([F:13])[CH:3]([C:5]1[CH:10]=[CH:9][N:8]=[C:7]([C:11]#[N:12])[CH:6]=1)[OH:4].C(=O)([O-])[O-].[K+].[K+].Br[CH2:22][CH:23]=[CH2:24].[Cl-].[NH4+]. (6) Given the product [CH3:17][C:14]1[CH:15]=[CH:16][C:11]([CH:3]([O:4][CH:5]2[CH2:10][CH2:9][CH2:8][CH2:7][O:6]2)[C:2]2[N:1]=[C:20]([C@H:22]3[CH2:26][CH2:25][C@H:24]([NH:27][C:28](=[O:34])[O:29][C:30]([CH3:33])([CH3:32])[CH3:31])[CH2:23]3)[O:19][N:18]=2)=[CH:12][CH:13]=1, predict the reactants needed to synthesize it. The reactants are: [NH2:1]/[C:2](=[N:18]\[O:19][C:20]([C@H:22]1[CH2:26][CH2:25][C@H:24]([NH:27][C:28](=[O:34])[O:29][C:30]([CH3:33])([CH3:32])[CH3:31])[CH2:23]1)=O)/[CH:3]([C:11]1[CH:16]=[CH:15][C:14]([CH3:17])=[CH:13][CH:12]=1)[O:4][CH:5]1[CH2:10][CH2:9][CH2:8][CH2:7][O:6]1.C(=O)([O-])[O-].[Na+].[Na+]. (7) Given the product [CH3:30][NH:31][C:2]1[CH:3]=[N:4][CH:5]=[CH:6][C:7]=1[C:8]1[O:9][C:10]2[CH:16]=[CH:15][C:14]([C:17]([F:20])([F:19])[F:18])=[CH:13][C:11]=2[N:12]=1, predict the reactants needed to synthesize it. The reactants are: F[C:2]1[CH:3]=[N:4][CH:5]=[CH:6][C:7]=1[C:8]1[O:9][C:10]2[CH:16]=[CH:15][C:14]([C:17]([F:20])([F:19])[F:18])=[CH:13][C:11]=2[N:12]=1.C(=O)([O-])[O-].[K+].[K+].Cl.CN.[CH3:30][N:31](C=O)C. (8) Given the product [OH:9][C@@H:8]1[C@H:10]([OH:11])[C@@H:12]([CH2:13][OH:14])[O:15][C@H:7]1[N:6]1[CH:16]=[C:2]([F:1])[C:3](=[O:18])[N:4]([CH2:25]/[CH:26]=[C:27](\[CH3:28])/[CH2:29][CH2:30]/[CH:31]=[C:32](\[CH3:33])/[CH2:34][CH2:35][CH:36]=[C:37]([CH3:39])[CH3:38])[C:5]1=[O:17], predict the reactants needed to synthesize it. The reactants are: [F:1][C:2]1[C:3](=[O:18])[NH:4][C:5](=[O:17])[N:6]([CH:16]=1)[C@@H:7]1[O:15][C@H:12]([CH2:13][OH:14])[C@@H:10]([OH:11])[C@H:8]1[OH:9].C(=O)([O-])[O-].[K+].[K+].[CH2:25](Br)[CH:26]=[C:27]([CH2:29][CH2:30][CH:31]=[C:32]([CH2:34][CH2:35][CH:36]=[C:37]([CH3:39])[CH3:38])[CH3:33])[CH3:28]. (9) Given the product [CH2:12]([O:11][C:7]1[CH:6]=[C:5]([CH2:4][CH2:3][CH2:2][N:23]2[CH:24]=[CH:25][N:26]=[C:22]2[CH2:21][CH:20]([OH:19])[CH2:27][OH:28])[CH:10]=[CH:9][CH:8]=1)[C:13]1[CH:18]=[CH:17][CH:16]=[CH:15][CH:14]=1, predict the reactants needed to synthesize it. The reactants are: I[CH2:2][CH2:3][CH2:4][C:5]1[CH:6]=[C:7]([O:11][CH2:12][C:13]2[CH:18]=[CH:17][CH:16]=[CH:15][CH:14]=2)[CH:8]=[CH:9][CH:10]=1.[OH:19][CH:20]([CH2:27][OH:28])[CH2:21][C:22]1[NH:23][CH:24]=[CH:25][N:26]=1.[H-].[Na+]. (10) Given the product [C:24]([C:26]1[CH:34]=[CH:33][C:29]([C:30]([NH:23][C:10]2[S:11][C:12]([CH2:13][C:14]3[CH:19]=[CH:18][C:17]([N+:20]([O-:22])=[O:21])=[CH:16][CH:15]=3)=[C:8]([C:5]3[CH:4]=[CH:3][C:2]([F:1])=[CH:7][CH:6]=3)[N:9]=2)=[O:31])=[CH:28][CH:27]=1)#[N:25], predict the reactants needed to synthesize it. The reactants are: [F:1][C:2]1[CH:7]=[CH:6][C:5]([C:8]2[N:9]=[C:10]([NH2:23])[S:11][C:12]=2[CH2:13][C:14]2[CH:19]=[CH:18][C:17]([N+:20]([O-:22])=[O:21])=[CH:16][CH:15]=2)=[CH:4][CH:3]=1.[C:24]([C:26]1[CH:34]=[CH:33][C:29]([C:30](Cl)=[O:31])=[CH:28][CH:27]=1)#[N:25].